Dataset: Forward reaction prediction with 1.9M reactions from USPTO patents (1976-2016). Task: Predict the product of the given reaction. (1) Given the reactants [C:1]1([OH:7])[CH:6]=[CH:5][CH:4]=[CH:3][CH:2]=1.[H-].[Na+].Br[C:11]1[CH:16]=[CH:15][C:14]([Br:17])=[CH:13][N:12]=1, predict the reaction product. The product is: [Br:17][C:14]1[CH:15]=[CH:16][C:11]([O:7][C:1]2[CH:6]=[CH:5][CH:4]=[CH:3][CH:2]=2)=[N:12][CH:13]=1. (2) The product is: [Cl:26][C:5]1[CH:6]=[C:7]([C:8]([NH:10][C@H:11]([C:13]2[CH:14]=[CH:15][C:16]([C:17]([OH:19])=[O:18])=[CH:24][CH:25]=2)[CH3:12])=[O:9])[C:2]([O:39][C:36]2[CH:35]=[CH:34][C:33]([C:29]3[CH:28]=[N:27][CH:32]=[CH:31][CH:30]=3)=[CH:38][CH:37]=2)=[N:3][CH:4]=1. Given the reactants Cl[C:2]1[C:7]([C:8]([NH:10][C@H:11]([C:13]2[CH:25]=[CH:24][C:16]([C:17]([O:19]C(C)(C)C)=[O:18])=[CH:15][CH:14]=2)[CH3:12])=[O:9])=[CH:6][C:5]([Cl:26])=[CH:4][N:3]=1.[N:27]1[CH:32]=[CH:31][CH:30]=[C:29]([C:33]2[CH:38]=[CH:37][C:36]([OH:39])=[CH:35][CH:34]=2)[CH:28]=1, predict the reaction product.